Dataset: Full USPTO retrosynthesis dataset with 1.9M reactions from patents (1976-2016). Task: Predict the reactants needed to synthesize the given product. Given the product [CH2:28]([O:30][C:31](=[O:35])[CH2:32][CH2:33][NH:34][C:10]([C:9]1[C:8]([O:7][C:6]2[CH:5]=[CH:4][C:3]([C:1]#[N:2])=[CH:27][CH:26]=2)=[N:16][C:15]([O:17][C:18]2[CH:19]=[CH:20][C:21]([C:24]#[N:25])=[CH:22][CH:23]=2)=[CH:14][CH:13]=1)=[O:11])[CH3:29], predict the reactants needed to synthesize it. The reactants are: [C:1]([C:3]1[CH:27]=[CH:26][C:6]([O:7][C:8]2[N:16]=[C:15]([O:17][C:18]3[CH:23]=[CH:22][C:21]([C:24]#[N:25])=[CH:20][CH:19]=3)[CH:14]=[CH:13][C:9]=2[C:10](O)=[O:11])=[CH:5][CH:4]=1)#[N:2].[CH2:28]([O:30][C:31](=[O:35])[CH2:32][CH2:33][NH2:34])[CH3:29].